Task: Predict which catalyst facilitates the given reaction.. Dataset: Catalyst prediction with 721,799 reactions and 888 catalyst types from USPTO (1) Reactant: C(N(CC)CC)C.[CH3:8][N:9]([CH3:14])[S:10](Cl)(=[O:12])=[O:11].[Br:15][C:16]1[CH:21]=[CH:20][C:19]([CH2:22][CH:23]([NH:35][C:36](=[O:38])[CH3:37])[C:24]2[NH:25][CH:26]=[C:27]([CH2:29][C:30]([CH3:34])([CH3:33])[CH2:31][CH3:32])[N:28]=2)=[CH:18][CH:17]=1. Product: [Br:15][C:16]1[CH:21]=[CH:20][C:19]([CH2:22][CH:23]([NH:35][C:36](=[O:38])[CH3:37])[C:24]2[N:25]([S:10]([N:9]([CH3:14])[CH3:8])(=[O:12])=[O:11])[CH:26]=[C:27]([CH2:29][C:30]([CH3:34])([CH3:33])[CH2:31][CH3:32])[N:28]=2)=[CH:18][CH:17]=1. The catalyst class is: 34. (2) Reactant: [C:1]([C:5]1[CH:6]=[C:7]([CH:13]=[CH:14][CH:15]=1)[O:8][CH2:9][CH2:10][CH2:11][OH:12])([CH3:4])([CH3:3])[CH3:2].O[C:17]1[CH:22]=[CH:21][C:20]([CH:23]([C:29]#[C:30][CH3:31])[CH2:24][C:25]([O:27][CH3:28])=[O:26])=[CH:19][CH:18]=1.C1(P(C2C=CC=CC=2)C2C=CC=CC=2)C=CC=CC=1.N(C(OCC)=O)=NC(OCC)=O. Product: [C:1]([C:5]1[CH:6]=[C:7]([CH:13]=[CH:14][CH:15]=1)[O:8][CH2:9][CH2:10][CH2:11][O:12][C:17]1[CH:22]=[CH:21][C:20]([CH:23]([C:29]#[C:30][CH3:31])[CH2:24][C:25]([O:27][CH3:28])=[O:26])=[CH:19][CH:18]=1)([CH3:4])([CH3:2])[CH3:3]. The catalyst class is: 4.